From a dataset of Forward reaction prediction with 1.9M reactions from USPTO patents (1976-2016). Predict the product of the given reaction. (1) Given the reactants [Cl:1][C:2]1[N:7]=[C:6]([Cl:8])[N:5]=[C:4](Cl)[N:3]=1.[CH3:10][C:11]1[CH:16]=[CH:15][CH:14]=[C:13]([CH3:17])[C:12]=1[OH:18], predict the reaction product. The product is: [Cl:1][C:2]1[N:7]=[C:6]([Cl:8])[N:5]=[C:4]([O:18][C:12]2[C:13]([CH3:17])=[CH:14][CH:15]=[CH:16][C:11]=2[CH3:10])[N:3]=1. (2) Given the reactants [OH:1][CH2:2][CH2:3][CH2:4][NH:5][C:6](=[O:12])[O:7][C:8]([CH3:11])([CH3:10])[CH3:9].CC(=O)OCC, predict the reaction product. The product is: [O:1]=[CH:2][CH2:3][CH2:4][NH:5][C:6](=[O:12])[O:7][C:8]([CH3:10])([CH3:9])[CH3:11].